The task is: Regression. Given two drug SMILES strings and cell line genomic features, predict the synergy score measuring deviation from expected non-interaction effect.. This data is from NCI-60 drug combinations with 297,098 pairs across 59 cell lines. Drug 1: CC1=C2C(C(=O)C3(C(CC4C(C3C(C(C2(C)C)(CC1OC(=O)C(C(C5=CC=CC=C5)NC(=O)OC(C)(C)C)O)O)OC(=O)C6=CC=CC=C6)(CO4)OC(=O)C)OC)C)OC. Drug 2: CC12CCC3C(C1CCC2=O)CC(=C)C4=CC(=O)C=CC34C. Cell line: SK-OV-3. Synergy scores: CSS=41.7, Synergy_ZIP=-0.0791, Synergy_Bliss=-1.16, Synergy_Loewe=0.109, Synergy_HSA=3.42.